From a dataset of Catalyst prediction with 721,799 reactions and 888 catalyst types from USPTO. Predict which catalyst facilitates the given reaction. (1) Reactant: [Cl:1][C:2]1[CH:3]=[C:4]([N:11]2[C:15](=[O:16])[N:14]([CH3:17])[N:13]=[N:12]2)[CH:5]=[C:6]([N+:8]([O-])=O)[CH:7]=1.O.O.Cl[Sn]Cl. Product: [NH2:8][C:6]1[CH:7]=[C:2]([Cl:1])[CH:3]=[C:4]([N:11]2[C:15](=[O:16])[N:14]([CH3:17])[N:13]=[N:12]2)[CH:5]=1. The catalyst class is: 14. (2) Product: [Br:1][C:2]1[CH:3]=[N:4][CH:5]=[C:6]2[C:11]=1[N:10]=[C:9]([C:12]([NH:54][CH2:53][CH2:52][S:49]([CH3:48])(=[O:51])=[O:50])=[O:14])[CH:8]=[CH:7]2. Reactant: [Br:1][C:2]1[CH:3]=[N:4][CH:5]=[C:6]2[C:11]=1[N:10]=[C:9]([C:12]([OH:14])=O)[CH:8]=[CH:7]2.C(N(CC)C(C)C)(C)C.F[P-](F)(F)(F)(F)F.N1(OC(N(C)C)=[N+](C)C)C2N=CC=CC=2N=N1.[CH3:48][S:49]([CH2:52][CH2:53][NH2:54])(=[O:51])=[O:50]. The catalyst class is: 9. (3) Reactant: [CH:1]([C:4]1[CH:5]=[C:6]2[C:11](=[CH:12][C:13]=1[O:14]C)[C:10]([CH3:16])=[CH:9][CH:8]=[CH:7]2)([CH3:3])[CH3:2].B(Br)(Br)Br. Product: [CH:1]([C:4]1[C:13]([OH:14])=[CH:12][C:11]2[C:6]([CH:5]=1)=[CH:7][CH:8]=[CH:9][C:10]=2[CH3:16])([CH3:3])[CH3:2]. The catalyst class is: 2. (4) Reactant: [CH2:1]([N:3]([CH2:14][CH3:15])[CH2:4][CH2:5][O:6][C:7]1[CH:8]=[C:9]([NH2:13])[CH:10]=[CH:11][CH:12]=1)[CH3:2].CN1CCN([C:23]([O:25][CH2:26]C2C=CC=C([N+]([O-])=O)C=2)=[O:24])CC1. Product: [CH3:26][O:25][C:23](=[O:24])[C:12]1[CH:11]=[CH:10][C:9]([NH2:13])=[CH:8][C:7]=1[O:6][CH2:5][CH2:4][N:3]([CH2:1][CH3:2])[CH2:14][CH3:15]. The catalyst class is: 19. (5) Reactant: [CH3:1][O:2][C:3]1[CH:8]=[CH:7][C:6]([CH:9]([C:11]2[S:12][C:13]([C:16]3[CH:21]=[CH:20][CH:19]=[CH:18][CH:17]=3)=[CH:14][CH:15]=2)O)=[CH:5][CH:4]=1.C([SiH](CC)CC)C. Product: [CH3:1][O:2][C:3]1[CH:4]=[CH:5][C:6]([CH2:9][C:11]2[S:12][C:13]([C:16]3[CH:21]=[CH:20][CH:19]=[CH:18][CH:17]=3)=[CH:14][CH:15]=2)=[CH:7][CH:8]=1. The catalyst class is: 67. (6) Reactant: [F:1][C:2]1[CH:3]=[C:4]([N+:13]([O-])=O)[C:5]([CH3:12])=[C:6]([CH:11]=1)[C:7]([O:9][CH3:10])=[O:8]. Product: [NH2:13][C:4]1[C:5]([CH3:12])=[C:6]([CH:11]=[C:2]([F:1])[CH:3]=1)[C:7]([O:9][CH3:10])=[O:8]. The catalyst class is: 129. (7) Reactant: Cl.[NH2:2][C@@H:3]1[C:17](=[O:18])[N:16]2[CH2:19][C@H:20]([O:22][C:23]3[C:32]4[C:27](=[C:28]([CH3:35])[C:29]([O:33][CH3:34])=[CH:30][CH:31]=4)[N:26]=[C:25]([C:36]4[S:37][CH:38]=[C:39]([CH:41]5[CH2:43][CH2:42]5)[N:40]=4)[CH:24]=3)[CH2:21][C@H:15]2[C:14](=[O:44])[NH:13][C@:12]2([C:46]([NH:48][S:49]([CH:52]3[CH2:54][CH2:53]3)(=[O:51])=[O:50])=[O:47])[CH2:45][C@H:11]2[CH:10]=[CH:9][CH2:8][CH2:7][CH2:6][CH2:5][CH2:4]1.Cl.N[C@@H]1[C:71](=[O:72])[N:70]2[CH2:73][C@H:74](OC3C4C(=C([Cl:89])C(OC)=CC=4)N=C(C4SC=C(C5CC5)N=4)C=3)[CH2:75][C@H:69]2[C:68](=O)N[C@]2(C(NS(C3CC3)(=O)=O)=O)C[C@H]2C=CCCCCC1.C(N(C(C)C)CC)(C)C.C(N(C(C)C)C([Cl:123])=O)C. Product: [CH:52]1([S:49]([NH:48][C:46]([C@@:12]23[CH2:45][C@H:11]2[CH:10]=[CH:9][CH2:8][CH2:7][CH2:6][CH2:5][CH2:4][C@H:3]([NH:2][C:71]([N:70]([CH2:73][CH3:74])[CH:69]([CH3:75])[CH3:68])=[O:72])[C:17](=[O:18])[N:16]2[CH2:19][C@H:20]([O:22][C:23]4[C:32]5[C:27](=[C:28]([CH3:35])[C:29]([O:33][CH3:34])=[CH:30][CH:31]=5)[N:26]=[C:25]([C:36]5[S:37][CH:38]=[C:39]([CH:41]6[CH2:42][CH2:43]6)[N:40]=5)[CH:24]=4)[CH2:21][C@H:15]2[C:14](=[O:44])[NH:13]3)=[O:47])(=[O:50])=[O:51])[CH2:54][CH2:53]1.[ClH:89].[ClH:123].[NH2:2][C@@H:3]1[C:17](=[O:18])[N:16]2[CH2:19][C@H:20]([O:22][C:23]3[C:32]4[C:27](=[C:28]([CH3:35])[C:29]([O:33][CH3:34])=[CH:30][CH:31]=4)[N:26]=[C:25]([C:36]4[S:37][CH:38]=[C:39]([CH:41]([CH3:42])[CH3:43])[N:40]=4)[CH:24]=3)[CH2:21][C@H:15]2[C:14](=[O:44])[NH:13][C@:12]2([C:46]([NH:48][S:49]([CH:52]3[CH2:53][CH2:54]3)(=[O:50])=[O:51])=[O:47])[CH2:45][C@H:11]2[CH:10]=[CH:9][CH2:8][CH2:7][CH2:6][CH2:5][CH2:4]1. The catalyst class is: 630.